This data is from Forward reaction prediction with 1.9M reactions from USPTO patents (1976-2016). The task is: Predict the product of the given reaction. Given the reactants [F-].C([N+](CCCC)(CCCC)CCCC)CCC.[OH:19][C:20]1([C:33]#[C:34][CH2:35][O:36][Si](C)(C)C)[CH2:25][CH2:24][N:23]([C:26]([O:28][C:29]([CH3:32])([CH3:31])[CH3:30])=[O:27])[CH2:22][CH2:21]1, predict the reaction product. The product is: [OH:19][C:20]1([C:33]#[C:34][CH2:35][OH:36])[CH2:25][CH2:24][N:23]([C:26]([O:28][C:29]([CH3:30])([CH3:31])[CH3:32])=[O:27])[CH2:22][CH2:21]1.